Dataset: Full USPTO retrosynthesis dataset with 1.9M reactions from patents (1976-2016). Task: Predict the reactants needed to synthesize the given product. (1) Given the product [CH3:1][O:2][C:3]([C:5]1[N:6]([CH2:26][C:27](=[O:28])[NH:35][CH3:34])[C:7]2[C:12]([C:13]=1[C:14]1[CH:15]=[CH:16][C:17]([O:20][CH3:21])=[CH:18][CH:19]=1)=[CH:11][C:10]([O:22][CH3:23])=[C:9]([O:24][CH3:25])[CH:8]=2)=[O:4], predict the reactants needed to synthesize it. The reactants are: [CH3:1][O:2][C:3]([C:5]1[N:6]([CH2:26][C:27](O)=[O:28])[C:7]2[C:12]([C:13]=1[C:14]1[CH:19]=[CH:18][C:17]([O:20][CH3:21])=[CH:16][CH:15]=1)=[CH:11][C:10]([O:22][CH3:23])=[C:9]([O:24][CH3:25])[CH:8]=2)=[O:4].O=S(Cl)Cl.[CH3:34][NH2:35].C1COCC1. (2) Given the product [Cl:27][C:24]1[CH:25]=[CH:26][C:20]([O:19][CH3:18])=[C:21]([CH:23]=1)[NH:22][C:2]1[CH:7]=[C:6]([C:8]([F:11])([F:10])[F:9])[N:5]=[C:4]([C:12]2[CH:13]=[N:14][CH:15]=[CH:16][CH:17]=2)[N:3]=1, predict the reactants needed to synthesize it. The reactants are: Cl[C:2]1[CH:7]=[C:6]([C:8]([F:11])([F:10])[F:9])[N:5]=[C:4]([C:12]2[CH:13]=[N:14][CH:15]=[CH:16][CH:17]=2)[N:3]=1.[CH3:18][O:19][C:20]1[CH:26]=[CH:25][C:24]([Cl:27])=[CH:23][C:21]=1[NH2:22].Cl.